This data is from Forward reaction prediction with 1.9M reactions from USPTO patents (1976-2016). The task is: Predict the product of the given reaction. (1) The product is: [Br:21][C:19]1[C:18]([O:22][CH2:23][C@H:24]([OH:25])[CH2:28][OH:27])=[CH:17][C:9]2[C:10]([CH3:15])([CH3:16])[C:11]3[NH:12][C:13]4[C:5]([C:6]=3[C:7](=[O:31])[C:8]=2[CH:20]=1)=[CH:4][CH:3]=[C:2]([Cl:1])[CH:14]=4. Given the reactants [Cl:1][C:2]1[CH:14]=[C:13]2[C:5]([C:6]3[C:7](=[O:31])[C:8]4[CH:20]=[C:19]([Br:21])[C:18]([O:22][CH2:23][C@H:24]5[CH2:28][O:27]C(C)(C)[O:25]5)=[CH:17][C:9]=4[C:10]([CH3:16])([CH3:15])[C:11]=3[NH:12]2)=[CH:4][CH:3]=1.Cl, predict the reaction product. (2) Given the reactants [Cl:1][C:2]1[CH:10]=[CH:9][C:5]([C:6](Cl)=[O:7])=[CH:4][N:3]=1.[CH3:11][O:12][C:13]1[CH:14]=[C:15]([OH:19])[CH:16]=[CH:17][CH:18]=1.[N+](C1C=CC=CC=1)([O-])=O.[Cl-].[Al+3].[Cl-].[Cl-].Cl, predict the reaction product. The product is: [Cl:1][C:2]1[N:3]=[CH:4][C:5]([C:6]([C:16]2[CH:17]=[CH:18][C:13]([O:12][CH3:11])=[CH:14][C:15]=2[OH:19])=[O:7])=[CH:9][CH:10]=1. (3) Given the reactants Cl[C:2]1[N:3]=[C:4]([N:16]2[CH2:21][CH2:20][O:19][CH2:18][CH2:17]2)[C:5]2[O:11][CH2:10][CH:9]([C:12]([F:15])([F:14])[F:13])[O:8][C:6]=2[N:7]=1.CC1(C)C(C)(C)OB([C:30]2[CH:31]=[N:32][C:33]([NH2:36])=[N:34][CH:35]=2)O1.C(=O)([O-])[O-].[Na+].[Na+], predict the reaction product. The product is: [O:19]1[CH2:20][CH2:21][N:16]([C:4]2[C:5]3[O:11][CH2:10][CH:9]([C:12]([F:15])([F:14])[F:13])[O:8][C:6]=3[N:7]=[C:2]([C:30]3[CH:31]=[N:32][C:33]([NH2:36])=[N:34][CH:35]=3)[N:3]=2)[CH2:17][CH2:18]1. (4) The product is: [CH3:23][O:16][C:13]1[CH:12]=[N:11][C:10]2[C:15](=[C:6]([O:5][Si:4]([CH:1]([CH3:3])[CH3:2])([CH:17]([CH3:19])[CH3:18])[CH:20]([CH3:22])[CH3:21])[CH:7]=[CH:8][CH:9]=2)[N:14]=1. Given the reactants [CH:1]([Si:4]([CH:20]([CH3:22])[CH3:21])([CH:17]([CH3:19])[CH3:18])[O:5][C:6]1[CH:7]=[CH:8][CH:9]=[C:10]2[C:15]=1[NH:14][C:13](=[O:16])[CH:12]=[N:11]2)([CH3:3])[CH3:2].[CH2:23](N(CC)CC)C.C[Si](C=[N+]=[N-])(C)C.CCCCCC, predict the reaction product. (5) Given the reactants [CH3:1][O:2][C:3]1[CH:4]=[C:5]([C:9]2[CH:17]=[C:16]3[C:12]([CH2:13][C:14](=[O:18])[NH:15]3)=[CH:11][CH:10]=2)[CH:6]=[CH:7][CH:8]=1.[CH3:19][N:20]([CH3:35])[CH2:21][CH2:22][NH:23][C:24]([C:26]1[C:30]([CH3:31])=[C:29]([CH:32]=O)[NH:28][C:27]=1[CH3:34])=[O:25], predict the reaction product. The product is: [CH3:19][N:20]([CH3:35])[CH2:21][CH2:22][NH:23][C:24]([CH:26]1[C:30]([CH3:31])=[C:29]([CH:32]=[C:13]2[C:12]3[C:16](=[CH:17][C:9]([C:5]4[CH:6]=[CH:7][CH:8]=[C:3]([O:2][CH3:1])[CH:4]=4)=[CH:10][CH:11]=3)[NH:15][C:14]2=[O:18])[N:28]=[C:27]1[CH3:34])=[O:25]. (6) Given the reactants [C:1]([OH:14])(=O)[CH2:2][CH2:3][CH2:4][CH2:5][CH2:6][CH2:7][CH2:8][CH2:9][CH2:10][CH2:11][CH3:12].Br[CH2:16][CH2:17][CH2:18][CH2:19][CH2:20][CH2:21][CH2:22][CH2:23][CH2:24][CH2:25][CH2:26][CH2:27]O.[NH:29]1[CH:33]=[CH:32][N:31]=[CH:30]1.O, predict the reaction product. The product is: [NH:29]1[CH:33]=[CH:32][N:31]=[C:30]1[CH2:12][CH2:11][CH2:10][CH2:9][CH2:8][CH2:7][CH2:6][CH2:5][CH2:4][CH2:3][CH2:2][CH2:1][OH:14].[NH:29]1[CH:33]=[CH:32][N:31]=[C:30]1[CH2:27][CH2:26][CH2:25][CH2:24][CH2:23][CH2:22][CH2:21][CH2:20][CH2:19][CH2:18][CH2:17][CH3:16]. (7) The product is: [Br:1][C:2]1[CH:3]=[CH:4][C:5]([NH:8][C:9](=[O:16])[CH2:10][C:11]([OH:13])=[O:12])=[CH:6][CH:7]=1. Given the reactants [Br:1][C:2]1[CH:7]=[CH:6][C:5]([NH:8][C:9](=[O:16])[CH2:10][C:11]([O:13]CC)=[O:12])=[CH:4][CH:3]=1.[OH-].[Na+].C(OCC)(=O)C, predict the reaction product.